Dataset: NCI-60 drug combinations with 297,098 pairs across 59 cell lines. Task: Regression. Given two drug SMILES strings and cell line genomic features, predict the synergy score measuring deviation from expected non-interaction effect. (1) Drug 1: C1=C(C(=O)NC(=O)N1)F. Drug 2: CC(C)(C#N)C1=CC=C(C=C1)N2C3=C4C=C(C=CC4=NC=C3N(C2=O)C)C5=CC6=CC=CC=C6N=C5. Cell line: NCIH23. Synergy scores: CSS=59.7, Synergy_ZIP=-3.28, Synergy_Bliss=-4.43, Synergy_Loewe=-0.205, Synergy_HSA=4.73. (2) Drug 1: CNC(=O)C1=CC=CC=C1SC2=CC3=C(C=C2)C(=NN3)C=CC4=CC=CC=N4. Drug 2: C1CCC(CC1)NC(=O)N(CCCl)N=O. Cell line: SK-MEL-2. Synergy scores: CSS=25.0, Synergy_ZIP=10.4, Synergy_Bliss=8.11, Synergy_Loewe=6.21, Synergy_HSA=6.48. (3) Drug 1: CC1=CC=C(C=C1)C2=CC(=NN2C3=CC=C(C=C3)S(=O)(=O)N)C(F)(F)F. Drug 2: C1=NNC2=C1C(=O)NC=N2. Cell line: BT-549. Synergy scores: CSS=-2.27, Synergy_ZIP=1.02, Synergy_Bliss=0.838, Synergy_Loewe=-4.20, Synergy_HSA=-3.49.